Dataset: Reaction yield outcomes from USPTO patents with 853,638 reactions. Task: Predict the reaction yield, written as a fraction of the theoretical maximum amount of product (1.0 means a 100% yield; for example, 0.34 means a 34% yield). The reactants are C([N-:4]C(C)C)(C)C.[Li+].[C:9]1(=[O:15])[CH2:14][CH2:13][CH2:12][CH2:11][CH2:10]1.[NH4+].[Cl-].[CH3:18][CH2:19][CH2:20][CH2:21][CH2:22]C.[CH2:24]1[CH2:28][O:27][CH2:26][CH2:25]1. No catalyst specified. The product is [C:22]([CH:21]([C:20]1[CH:25]=[CH:24][C:28]([O:27][CH3:26])=[CH:18][CH:19]=1)[C:9]1([OH:15])[CH2:14][CH2:13][CH2:12][CH2:11][CH2:10]1)#[N:4]. The yield is 0.807.